Predict which catalyst facilitates the given reaction. From a dataset of Catalyst prediction with 721,799 reactions and 888 catalyst types from USPTO. (1) Reactant: [OH:1][C@@H:2]1[CH2:7][CH2:6][CH2:5][CH2:4][C@H:3]1[NH:8][C:9]1[S:10][C:11]2[CH:17]=[C:16]([CH2:18][N:19]3[C:23]4[CH:24]=[CH:25][C:26]([C:28]5[CH2:33][CH2:32][N:31](C(OC(C)(C)C)=O)[CH2:30][CH:29]=5)=[CH:27][C:22]=4[N:21]=[CH:20]3)[CH:15]=[CH:14][C:12]=2[N:13]=1.Cl. Product: [NH:31]1[CH2:30][CH:29]=[C:28]([C:26]2[CH:25]=[CH:24][C:23]3[N:19]([CH2:18][C:16]4[CH:15]=[CH:14][C:12]5[N:13]=[C:9]([NH:8][C@@H:3]6[CH2:4][CH2:5][CH2:6][CH2:7][C@H:2]6[OH:1])[S:10][C:11]=5[CH:17]=4)[CH:20]=[N:21][C:22]=3[CH:27]=2)[CH2:33][CH2:32]1. The catalyst class is: 135. (2) Reactant: C(N(CC)CC)C.[NH2:8][CH2:9][CH2:10][CH2:11][CH2:12][N:13]1[C:21]2[C:20]([CH3:22])=[C:19]([CH3:23])[N:18]=[C:17]([NH2:24])[C:16]=2[N:15]=[C:14]1[CH2:25][CH2:26][CH2:27][CH3:28].[F:29][C:30]1[CH:35]=[CH:34][C:33]([S:36](Cl)(=[O:38])=[O:37])=[CH:32][CH:31]=1. Product: [OH2:37].[NH2:24][C:17]1[C:16]2[N:15]=[C:14]([CH2:25][CH2:26][CH2:27][CH3:28])[N:13]([CH2:12][CH2:11][CH2:10][CH2:9][NH:8][S:36]([C:33]3[CH:34]=[CH:35][C:30]([F:29])=[CH:31][CH:32]=3)(=[O:38])=[O:37])[C:21]=2[C:20]([CH3:22])=[C:19]([CH3:23])[N:18]=1. The catalyst class is: 4. (3) Reactant: [CH:1]([CH:4]1[C:9](=[O:10])[NH:8][C:7]2[CH:11]=[C:12]([O:16][CH3:17])[CH:13]=[C:14]([CH3:15])[C:6]=2[O:5]1)([CH3:3])[CH3:2].C(=O)([O-])[O-].[K+].[K+].[C:24]([O:28][CH3:29])(=[O:27])[CH:25]=[CH2:26].C(O)(=O)CC(CC(O)=O)(C(O)=O)O. Product: [CH3:29][O:28][C:24](=[O:27])[CH2:25][CH2:26][N:8]1[C:7]2[CH:11]=[C:12]([O:16][CH3:17])[CH:13]=[C:14]([CH3:15])[C:6]=2[O:5][CH:4]([CH:1]([CH3:3])[CH3:2])[C:9]1=[O:10]. The catalyst class is: 35. (4) Reactant: [CH:1]12[NH:10][CH:5]([CH2:6][C:7](=[O:9])[CH2:8]1)[CH2:4][O:3][CH2:2]2.CCN(CC)CC.[Cl:18][C:19]1[CH:24]=[CH:23][C:22]([S:25](Cl)(=[O:27])=[O:26])=[CH:21][CH:20]=1. Product: [Cl:18][C:19]1[CH:24]=[CH:23][C:22]([S:25]([N:10]2[CH:5]3[CH2:6][C:7](=[O:9])[CH2:8][CH:1]2[CH2:2][O:3][CH2:4]3)(=[O:27])=[O:26])=[CH:21][CH:20]=1. The catalyst class is: 4. (5) Reactant: [Cl:1][C:2]1[CH:10]=[CH:9][CH:8]=[CH:7][C:3]=1[C:4]([OH:6])=O.CN(C(ON1N=NC2C=CC=CC1=2)=[N+](C)C)C.[B-](F)(F)(F)F.[O:33]1[CH2:38][CH2:37][NH:36][C:35]2[N:39]=[C:40]([CH2:43][CH2:44][CH2:45][C:46]3[CH:58]=[CH:57][C:49]([CH2:50][C@@H:51]([C:53]([O:55]C)=[O:54])[NH2:52])=[CH:48][CH:47]=3)[CH:41]=[CH:42][C:34]1=2.[OH-].[Na+]. Product: [Cl:1][C:2]1[CH:10]=[CH:9][CH:8]=[CH:7][C:3]=1[C:4]([NH:52][C@H:51]([C:53]([OH:55])=[O:54])[CH2:50][C:49]1[CH:57]=[CH:58][C:46]([CH2:45][CH2:44][CH2:43][C:40]2[CH:41]=[CH:42][C:34]3[O:33][CH2:38][CH2:37][NH:36][C:35]=3[N:39]=2)=[CH:47][CH:48]=1)=[O:6]. The catalyst class is: 3. (6) Reactant: C(OC(=O)[NH:7][C@H:8]1[CH2:13][CH2:12][C@@H:11]([N:14]2[CH2:19][CH2:18][O:17][CH2:16][CH2:15]2)[CH2:10][CH2:9]1)(C)(C)C.[F:21][C:22]([F:27])([F:26])[C:23]([OH:25])=[O:24]. Product: [F:21][C:22]([F:27])([F:26])[C:23]([OH:25])=[O:24].[F:21][C:22]([F:27])([F:26])[C:23]([OH:25])=[O:24].[O:17]1[CH2:16][CH2:15][N:14]([C@@H:11]2[CH2:10][CH2:9][C@H:8]([NH2:7])[CH2:13][CH2:12]2)[CH2:19][CH2:18]1. The catalyst class is: 4. (7) Reactant: [Cl:1][C:2]1[CH:3]=[N:4][CH:5]=[C:6]([Cl:8])[CH:7]=1.C([N-]C(C)C)(C)C.[Li+].CCCCCCC.C1COCC1.C(C1C=CC=CC=1)C.[CH:37]([CH:40]1[CH2:49][N:43]2S(=O)(=O)O[CH2:46][C@H:42]2[CH2:41]1)([CH3:39])[CH3:38]. Product: [Cl:1][C:2]1[CH:3]=[N:4][CH:5]=[C:6]([Cl:8])[C:7]=1[CH2:46][C@H:42]1[CH2:41][CH:40]([CH:37]([CH3:39])[CH3:38])[CH2:49][NH:43]1. The catalyst class is: 1. (8) Reactant: [CH3:1][NH:2][S:3]([C:6]1[CH:11]=[CH:10][C:9]([O:12][CH:13]([CH3:15])[CH3:14])=[C:8]([N+:16]([O-])=O)[CH:7]=1)(=[O:5])=[O:4]. Product: [NH2:16][C:8]1[CH:7]=[C:6]([S:3]([NH:2][CH3:1])(=[O:5])=[O:4])[CH:11]=[CH:10][C:9]=1[O:12][CH:13]([CH3:15])[CH3:14]. The catalyst class is: 29.